This data is from Reaction yield outcomes from USPTO patents with 853,638 reactions. The task is: Predict the reaction yield, written as a fraction of the theoretical maximum amount of product (1.0 means a 100% yield; for example, 0.34 means a 34% yield). (1) The reactants are Br[C:2]1[CH:3]=[C:4]([N:8]2[C:16]3[CH:15]=[CH:14][N:13]=[C:12]([NH:17][CH3:18])[C:11]=3[C:10]([C:19]([O:21][CH3:22])=[O:20])=[N:9]2)[CH:5]=[CH:6][CH:7]=1.[C:23]([C@:25]1([OH:32])[CH2:29][CH2:28][N:27]([CH3:30])[C:26]1=[O:31])#[CH:24]. The product is [OH:32][C@@:25]1([C:23]#[C:24][C:2]2[CH:3]=[C:4]([N:8]3[C:16]4[CH:15]=[CH:14][N:13]=[C:12]([NH:17][CH3:18])[C:11]=4[C:10]([C:19]([O:21][CH3:22])=[O:20])=[N:9]3)[CH:5]=[CH:6][CH:7]=2)[CH2:29][CH2:28][N:27]([CH3:30])[C:26]1=[O:31]. The yield is 0.480. No catalyst specified. (2) The yield is 0.268. The reactants are [C:1]([C:3]1[N:7]=[C:6]([N:8]2[CH2:12][CH2:11][CH2:10][CH2:9]2)[N:5]([CH2:13][C:14]2[CH:19]=[CH:18][C:17]([O:20][CH3:21])=[CH:16][CH:15]=2)[N:4]=1)#[CH:2].Br[C:23]1[N:32]=[C:26]2[CH:27]=[C:28]([Cl:31])[CH:29]=[CH:30][N:25]2[N:24]=1.C(N(CC)CC)C. The product is [Cl:31][C:28]1[CH:29]=[CH:30][N:25]2[N:24]=[C:23]([C:2]#[C:1][C:3]3[N:7]=[C:6]([N:8]4[CH2:12][CH2:11][CH2:10][CH2:9]4)[N:5]([CH2:13][C:14]4[CH:15]=[CH:16][C:17]([O:20][CH3:21])=[CH:18][CH:19]=4)[N:4]=3)[N:32]=[C:26]2[CH:27]=1. The catalyst is O1CCCC1.[Cu]I.[Pd](Cl)Cl.C1(P(C2C=CC=CC=2)C2C=CC=CC=2)C=CC=CC=1.C1(P(C2C=CC=CC=2)C2C=CC=CC=2)C=CC=CC=1.C1(P(C2C=CC=CC=2)C2C=CC=CC=2)C=CC=CC=1. (3) The reactants are [S:1]1[CH:5]=[CH:4][CH:3]=[C:2]1[C:6](Cl)=[O:7].[C:9]([O:13][C:14]([N:16]1[CH2:21][CH2:20][NH:19][CH2:18][CH2:17]1)=[O:15])([CH3:12])([CH3:11])[CH3:10]. The catalyst is CN(C1C=CN=CC=1)C.N1C=CC=CC=1. The product is [C:9]([O:13][C:14]([N:16]1[CH2:21][CH2:20][N:19]([C:6]([C:2]2[S:1][CH:5]=[CH:4][CH:3]=2)=[O:7])[CH2:18][CH2:17]1)=[O:15])([CH3:12])([CH3:10])[CH3:11]. The yield is 0.880. (4) The reactants are C[Al](C)C.[CH3:5][N:6]1[CH2:11][CH2:10][N:9]([C:12]2[S:16][C:15]([C:17]([O:19]CC)=O)=[CH:14][CH:13]=2)[CH2:8][CH2:7]1.[CH3:22][O:23][C:24]1[CH:25]=[C:26]([CH2:32][CH2:33][C:34]2[CH:35]=[C:36]([NH2:39])[NH:37][N:38]=2)[CH:27]=[C:28]([O:30][CH3:31])[CH:29]=1.C(C(C(C([O-])=O)O)O)([O-])=O.[Na+].[K+]. The catalyst is C1(C)C=CC=CC=1.O.C(OCC)(=O)C. The product is [CH3:31][O:30][C:28]1[CH:27]=[C:26]([CH2:32][CH2:33][C:34]2[CH:35]=[C:36]([NH:39][C:17]([C:15]3[S:16][C:12]([N:9]4[CH2:8][CH2:7][N:6]([CH3:5])[CH2:11][CH2:10]4)=[CH:13][CH:14]=3)=[O:19])[NH:37][N:38]=2)[CH:25]=[C:24]([O:23][CH3:22])[CH:29]=1. The yield is 0.338. (5) No catalyst specified. The product is [Cl:20][C:8]1[N:7]([CH3:12])[C:6]2[C:5]([CH:13]([CH2:16][CH3:17])[CH2:14][CH3:15])=[CH:4][CH:3]=[C:2]([Cl:1])[C:10]=2[N:9]=1. The yield is 0.820. The reactants are [Cl:1][C:2]1[C:10]2[NH:9][C:8](=O)[N:7]([CH3:12])[C:6]=2[C:5]([CH:13]([CH2:16][CH3:17])[CH2:14][CH3:15])=[CH:4][CH:3]=1.P(Cl)(Cl)([Cl:20])=O.